This data is from Reaction yield outcomes from USPTO patents with 853,638 reactions. The task is: Predict the reaction yield, written as a fraction of the theoretical maximum amount of product (1.0 means a 100% yield; for example, 0.34 means a 34% yield). The reactants are Cl.[CH2:2]([O:9][C:10]1[CH:15]=[CH:14][C:13]([NH:16][C:17]2[C:26]3[C:21](=[CH:22][C:23]([F:28])=[C:24](I)[CH:25]=3)[N:20]=[CH:19][N:18]=2)=[CH:12][CH:11]=1)[C:3]1[CH:8]=[CH:7][CH:6]=[CH:5][CH:4]=1.[O:29]1[CH2:33][CH2:32][O:31][CH:30]1[C:34]1[O:38][C:37]([Sn](CCCC)(CCCC)CCCC)=[CH:36][CH:35]=1.C(N(C(C)C)CC)(C)C. The catalyst is CN(C=O)C. The product is [CH2:2]([O:9][C:10]1[CH:15]=[CH:14][C:13]([NH:16][C:17]2[C:26]3[C:21](=[CH:22][C:23]([F:28])=[C:24]([C:37]4[O:38][C:34]([CH:30]5[O:31][CH2:32][CH2:33][O:29]5)=[CH:35][CH:36]=4)[CH:25]=3)[N:20]=[CH:19][N:18]=2)=[CH:12][CH:11]=1)[C:3]1[CH:8]=[CH:7][CH:6]=[CH:5][CH:4]=1. The yield is 0.590.